From a dataset of Peptide-MHC class II binding affinity with 134,281 pairs from IEDB. Regression. Given a peptide amino acid sequence and an MHC pseudo amino acid sequence, predict their binding affinity value. This is MHC class II binding data. The peptide sequence is DTFRKLFRDYSNFLR. The MHC is DRB1_0405 with pseudo-sequence DRB1_0405. The binding affinity (normalized) is 0.365.